Dataset: Reaction yield outcomes from USPTO patents with 853,638 reactions. Task: Predict the reaction yield, written as a fraction of the theoretical maximum amount of product (1.0 means a 100% yield; for example, 0.34 means a 34% yield). (1) The reactants are [NH2:1][CH2:2][CH2:3][CH2:4][OH:5].[C:6]([C:10]1[CH:15]=[CH:14][C:13]([N:16]=[C:17]=[O:18])=[CH:12][CH:11]=1)([CH3:9])([CH3:8])[CH3:7].C(OCC)(=O)C. The catalyst is C(OCC)C.C(Cl)Cl.C1(C)C=CC=CC=1. The product is [C:6]([C:10]1[CH:15]=[CH:14][C:13]([NH:16][C:17]([NH:1][CH2:2][CH2:3][CH2:4][OH:5])=[O:18])=[CH:12][CH:11]=1)([CH3:9])([CH3:7])[CH3:8]. The yield is 1.10. (2) The reactants are C(O[C:9](=O)[N:10]([C@H:12]1[CH2:17][CH2:16][C@H:15]([O:18][CH2:19][C:20](=[O:28])[N:21]([CH2:23][CH2:24][N:25]([CH3:27])[CH3:26])[CH3:22])[CH2:14][CH2:13]1)C)C1C=CC=CC=1. The catalyst is CCOC(C)=O.[Pd]. The product is [CH3:27][N:25]([CH3:26])[CH2:24][CH2:23][N:21]([CH3:22])[C:20](=[O:28])[CH2:19][O:18][C@H:15]1[CH2:14][CH2:13][C@H:12]([NH:10][CH3:9])[CH2:17][CH2:16]1. The yield is 0.750. (3) The reactants are O.[OH-].[Ba+2].[OH-].O.[CH3:6][C:7](=[O:14])[CH2:8][CH2:9][CH2:10][CH2:11][CH2:12][CH3:13].[CH2:15](O)[CH2:16][CH2:17][CH2:18][CH2:19][CH2:20][CH2:21][CH2:22][CH2:23][CH3:24]. The catalyst is C(OCC)(=O)C. The product is [CH3:13][CH2:12][CH2:11][CH2:10][CH2:9][CH2:8][C:7](=[O:14])[CH2:6][CH2:15][CH2:16][CH2:17][CH2:18][CH2:19][CH2:20][CH2:21][CH2:22][CH2:23][CH3:24]. The yield is 0.840. (4) The reactants are [Br:1][C:2]1[CH:10]=[C:9]2[C:5]([C:6](=[O:12])[C:7](=[O:11])[NH:8]2)=[CH:4][CH:3]=1.C(=O)([O-])[O-].[K+].[K+].Br[CH2:20][CH2:21][O:22][Si:23]([C:26]([CH3:29])([CH3:28])[CH3:27])([CH3:25])[CH3:24]. The catalyst is CN(C)C=O. The product is [Br:1][C:2]1[CH:10]=[C:9]2[C:5]([C:6](=[O:12])[C:7](=[O:11])[N:8]2[CH2:20][CH2:21][O:22][Si:23]([C:26]([CH3:29])([CH3:28])[CH3:27])([CH3:25])[CH3:24])=[CH:4][CH:3]=1. The yield is 0.417. (5) The reactants are [C:1]([C:3]1[C:7]2[CH:8]=[C:9]([O:12][CH3:13])[CH:10]=[CH:11][C:6]=2[O:5][C:4]=1[CH:14]([NH:21][C:22]1[CH:30]=[CH:29][C:25]([C:26](O)=[O:27])=[CH:24][CH:23]=1)[CH:15]1[CH2:20][CH2:19][CH2:18][CH2:17][CH2:16]1)#[N:2].Cl.[CH2:32]([O:34][C:35](=[O:39])[CH2:36][CH2:37][NH2:38])[CH3:33].O.ON1C2C=CC=CC=2N=N1.Cl.C(N=C=NCCCN(C)C)C.Cl. The catalyst is CN(C)C=O.C(N(CC)CC)C. The product is [C:1]([C:3]1[C:7]2[CH:8]=[C:9]([O:12][CH3:13])[CH:10]=[CH:11][C:6]=2[O:5][C:4]=1[CH:14]([NH:21][C:22]1[CH:30]=[CH:29][C:25]([C:26]([NH:38][CH2:37][CH2:36][C:35]([O:34][CH2:32][CH3:33])=[O:39])=[O:27])=[CH:24][CH:23]=1)[CH:15]1[CH2:16][CH2:17][CH2:18][CH2:19][CH2:20]1)#[N:2]. The yield is 0.950. (6) The reactants are [NH2:1][C:2]1[CH:6]=[CH:5][O:4][N:3]=1.[Br:7][C:8]1[C:13]([Cl:14])=[CH:12][C:11]([N:15]2[C:24]3[C:19](=[CH:20][C:21]([S:25](Cl)(=[O:27])=[O:26])=[CH:22][CH:23]=3)[C:18]([CH3:29])=[CH:17][C:16]2=[O:30])=[C:10]([O:31][CH3:32])[CH:9]=1.[Li+].C[Si]([N-][Si](C)(C)C)(C)C.O1CCOCC1. The catalyst is C1COCC1. The product is [Br:7][C:8]1[C:13]([Cl:14])=[CH:12][C:11]([N:15]2[C:24]3[C:19](=[CH:20][C:21]([S:25]([NH:1][C:2]4[CH:6]=[CH:5][O:4][N:3]=4)(=[O:26])=[O:27])=[CH:22][CH:23]=3)[C:18]([CH3:29])=[CH:17][C:16]2=[O:30])=[C:10]([O:31][CH3:32])[CH:9]=1. The yield is 0.249. (7) The reactants are [CH2:1]([C:8]1[C:9]([NH2:22])=[N:10][CH:11]=[C:12]([C:14]2[CH:19]=[CH:18][C:17]([O:20][CH3:21])=[CH:16][CH:15]=2)[N:13]=1)[C:2]1[CH:7]=[CH:6][CH:5]=[CH:4][CH:3]=1.[CH3:23][O:24][C:25]1[CH:33]=[CH:32][C:28]([C:29](Cl)=[O:30])=[CH:27][CH:26]=1.O. The catalyst is N1C=CC=CC=1.CN(C)C1C=CN=CC=1. The product is [CH2:1]([C:8]1[C:9]([NH:22][C:29](=[O:30])[C:28]2[CH:32]=[CH:33][C:25]([O:24][CH3:23])=[CH:26][CH:27]=2)=[N:10][CH:11]=[C:12]([C:14]2[CH:19]=[CH:18][C:17]([O:20][CH3:21])=[CH:16][CH:15]=2)[N:13]=1)[C:2]1[CH:7]=[CH:6][CH:5]=[CH:4][CH:3]=1. The yield is 0.808. (8) The reactants are [CH2:1]([N:5]1[C:10]([CH3:11])=[C:9]([CH3:12])[CH:8]=[C:7](C(O)=O)[C:6]1=[O:16])[CH2:2][CH2:3][CH3:4].C([N:19](CC)CC)C.[C:32]1(P(N=[N+]=[N-])([C:32]2[CH:37]=[CH:36][CH:35]=[CH:34][CH:33]=2)=O)[CH:37]=[CH:36][CH:35]=[CH:34][CH:33]=1.Cl.[C:42]([O:45][CH2:46]C)(=[O:44])C. The catalyst is O1CCOCC1. The product is [CH2:46]([O:45][C:42]([NH:19][C:7]1[C:6](=[O:16])[N:5]([CH2:1][CH2:2][CH2:3][CH3:4])[C:10]([CH3:11])=[C:9]([CH3:12])[CH:8]=1)=[O:44])[C:32]1[CH:33]=[CH:34][CH:35]=[CH:36][CH:37]=1. The yield is 0.754. (9) The reactants are [Cl:1][C:2]1[CH:35]=[CH:34][C:5]([CH2:6][CH2:7][NH:8][C:9]([C:11]2[CH:33]=[CH:32][C:14]([O:15][C:16]3[CH:25]=[C:24]4[C:19]([CH:20]([C:26]([O:28]C)=[O:27])[CH2:21][CH2:22][O:23]4)=[CH:18][C:17]=3[C:30]#[N:31])=[CH:13][CH:12]=2)=[O:10])=[CH:4][CH:3]=1.[OH-].[Na+].O.CO. The catalyst is C1COCC1.C(OCC)(=O)C.Cl. The product is [Cl:1][C:2]1[CH:3]=[CH:4][C:5]([CH2:6][CH2:7][NH:8][C:9]([C:11]2[CH:12]=[CH:13][C:14]([O:15][C:16]3[CH:25]=[C:24]4[C:19]([CH:20]([C:26]([OH:28])=[O:27])[CH2:21][CH2:22][O:23]4)=[CH:18][C:17]=3[C:30]#[N:31])=[CH:32][CH:33]=2)=[O:10])=[CH:34][CH:35]=1. The yield is 0.216.